This data is from Reaction yield outcomes from USPTO patents with 853,638 reactions. The task is: Predict the reaction yield, written as a fraction of the theoretical maximum amount of product (1.0 means a 100% yield; for example, 0.34 means a 34% yield). (1) The reactants are [C:1]([C:3]1[C:8]([CH3:9])=[C:7]([CH3:10])[C:6]([N+:11]([O-])=O)=[CH:5][N:4]=1)#[N:2].[Cl-].[Ca+2].[Cl-]. The catalyst is [Fe]. The product is [NH2:11][C:6]1[C:7]([CH3:10])=[C:8]([CH3:9])[C:3]([C:1]#[N:2])=[N:4][CH:5]=1. The yield is 0.500. (2) The reactants are [Br:1][C:2]1[CH:3]=[C:4]2[C:10](I)=[N:9][N:8]([CH2:12][O:13][CH2:14][CH2:15][Si:16]([CH3:19])([CH3:18])[CH3:17])[C:5]2=[N:6][CH:7]=1.[CH3:20][O:21][C:22]1[CH:27]=[CH:26][CH:25]=[CH:24][C:23]=1B(O)O.C(=O)([O-])[O-].[Na+].[Na+].C(=O)(O)[O-].[Na+]. The catalyst is C(#N)C.ClCCl. The product is [Br:1][C:2]1[CH:3]=[C:4]2[C:10]([C:23]3[CH:24]=[CH:25][CH:26]=[CH:27][C:22]=3[O:21][CH3:20])=[N:9][N:8]([CH2:12][O:13][CH2:14][CH2:15][Si:16]([CH3:19])([CH3:18])[CH3:17])[C:5]2=[N:6][CH:7]=1. The yield is 0.650. (3) The reactants are [Br:1][C:2]1[CH:3]=[C:4]([S:8](Cl)(=[O:10])=[O:9])[CH:5]=[N:6][CH:7]=1.[CH2:12]([O:14][C:15](=[O:18])[CH2:16][NH2:17])[CH3:13].C(N(C(C)C)CC)(C)C. The catalyst is C1COCC1. The product is [Br:1][C:2]1[CH:3]=[C:4]([S:8]([NH:17][CH2:16][C:15]([O:14][CH2:12][CH3:13])=[O:18])(=[O:10])=[O:9])[CH:5]=[N:6][CH:7]=1. The yield is 0.140. (4) The reactants are O1CCOCC1.[Cl:7][C:8]1[CH:13]=[CH:12][C:11]([C:14](=[O:32])[C:15]([NH:24]C(=O)OC(C)(C)C)([C:17]2[CH:18]=[N:19][C:20]([Cl:23])=[CH:21][CH:22]=2)[CH3:16])=[CH:10][C:9]=1[F:33].Cl.O1CCOCC1. The catalyst is O. The product is [NH2:24][C:15]([C:17]1[CH:18]=[N:19][C:20]([Cl:23])=[CH:21][CH:22]=1)([CH3:16])[C:14]([C:11]1[CH:12]=[CH:13][C:8]([Cl:7])=[C:9]([F:33])[CH:10]=1)=[O:32]. The yield is 0.950. (5) The yield is 0.630. The product is [CH3:11][P:12]([C:2]1[N:3]=[C:4]([O:8][CH3:9])[C:5]([NH2:24])=[N:6][CH:7]=1)([CH3:13])=[O:14]. The reactants are Br[C:2]1[CH:7]=[N:6][CH2:5][C:4](N)([O:8][CH3:9])[N:3]=1.[CH3:11][PH:12](=[O:14])[CH3:13].P([O-])([O-])([O-])=O.[K+].[K+].[K+].C[N:24](C=O)C. The catalyst is C([O-])(=O)C.[Pd+2].C([O-])(=O)C.CC1(C)C2C(=C(P(C3C=CC=CC=3)C3C=CC=CC=3)C=CC=2)OC2C(P(C3C=CC=CC=3)C3C=CC=CC=3)=CC=CC1=2. (6) The reactants are [NH2:1][CH2:2][CH2:3][CH2:4][CH2:5][C:6]1[CH:22]=[CH:21][C:9]([O:10][CH2:11][C:12]([NH:14][C:15]2[CH:20]=[CH:19][CH:18]=[CH:17][CH:16]=2)=[O:13])=[CH:8][CH:7]=1.C(N(CC)CC)C.I.[NH2:31][C:32]1[C:33]([C:40]([NH:42][C:43](=[NH:46])SC)=[O:41])=[N:34][C:35]([Cl:39])=[C:36]([NH2:38])[N:37]=1. The catalyst is C(O)C. The product is [NH2:31][C:32]1[C:33]([C:40]([N:42]=[C:43]([NH2:46])[NH:1][CH2:2][CH2:3][CH2:4][CH2:5][C:6]2[CH:22]=[CH:21][C:9]([O:10][CH2:11][C:12]([NH:14][C:15]3[CH:16]=[CH:17][CH:18]=[CH:19][CH:20]=3)=[O:13])=[CH:8][CH:7]=2)=[O:41])=[N:34][C:35]([Cl:39])=[C:36]([NH2:38])[N:37]=1. The yield is 0.670.